Dataset: Full USPTO retrosynthesis dataset with 1.9M reactions from patents (1976-2016). Task: Predict the reactants needed to synthesize the given product. (1) The reactants are: [Br:1][C:2]1[CH:9]=[C:8]([Br:10])[CH:7]=[C:4]([CH:5]=[O:6])[C:3]=1[OH:11].[BH4-].[Na+]. Given the product [OH:11][C:3]1[C:2]([Br:1])=[CH:9][C:8]([Br:10])=[CH:7][C:4]=1[CH2:5][OH:6], predict the reactants needed to synthesize it. (2) The reactants are: Cl.[CH3:2][C:3]1[NH:7][C:6]2[CH:8]=[CH:9][C:10]([C:12]3[CH:13]=[CH:14][C:15]4[O:21][CH2:20][CH2:19][NH:18][CH2:17][C:16]=4[CH:22]=3)=[CH:11][C:5]=2[N:4]=1.Cl[C:24]1[C:29]([CH:30]([CH3:32])[CH3:31])=[C:28]([CH3:33])[N:27]=[C:26]([S:34][CH3:35])[N:25]=1.C(N(C(C)C)CC)(C)C.[Cl-].[Li+]. Given the product [CH3:2][C:3]1[NH:7][C:6]2[CH:8]=[CH:9][C:10]([C:12]3[CH:13]=[CH:14][C:15]4[O:21][CH2:20][CH2:19][N:18]([C:24]5[C:29]([CH:30]([CH3:32])[CH3:31])=[C:28]([CH3:33])[N:27]=[C:26]([S:34][CH3:35])[N:25]=5)[CH2:17][C:16]=4[CH:22]=3)=[CH:11][C:5]=2[N:4]=1, predict the reactants needed to synthesize it. (3) Given the product [O:15]=[S:2]1(=[O:1])[CH2:6][C:5]2[CH:7]=[CH:8][C:9]([CH2:11][C:12]([N:52]([C@@H:53]([C:61]3[CH:66]=[CH:65][CH:64]=[C:63]([C:67]([F:70])([F:68])[F:69])[CH:62]=3)[CH2:54][N:55]3[CH2:59][CH2:58][C@H:57]([OH:60])[CH2:56]3)[CH3:51])=[O:14])=[CH:10][C:4]=2[NH:3]1, predict the reactants needed to synthesize it. The reactants are: [O:1]=[S:2]1(=[O:15])[CH2:6][C:5]2[CH:7]=[CH:8][C:9]([CH2:11][C:12]([OH:14])=O)=[CH:10][C:4]=2[NH:3]1.CCN=C=NCCCN(C)C.C1C=CC2N(O)N=NC=2C=1.C(N(CC)CC)C.FC(F)(F)C(O)=O.[CH3:51][NH:52][C@@H:53]([C:61]1[CH:66]=[CH:65][CH:64]=[C:63]([C:67]([F:70])([F:69])[F:68])[CH:62]=1)[CH2:54][N:55]1[CH2:59][CH2:58][C@H:57]([OH:60])[CH2:56]1. (4) Given the product [Br:1][C:2]1[N:7]=[CH:6][C:5]2[C:8]([C:20]3[N:19]([CH:34]4[CH2:39][CH2:38][CH2:37][CH2:36][O:35]4)[N:18]=[CH:17][C:16]=3[CH3:15])=[CH:9][N:10]([CH:11]([CH3:13])[CH3:12])[C:4]=2[CH:3]=1, predict the reactants needed to synthesize it. The reactants are: [Br:1][C:2]1[N:7]=[CH:6][C:5]2[C:8](I)=[CH:9][N:10]([CH:11]([CH3:13])[CH3:12])[C:4]=2[CH:3]=1.[CH3:15][C:16]1[CH:17]=[N:18][N:19]([CH:34]2[CH2:39][CH2:38][CH2:37][CH2:36][O:35]2)[C:20]=1[Sn](CCCC)(CCCC)CCCC.O1CCOCC1. (5) Given the product [F:24][C:3]1[CH:4]=[CH:5][C:6]2[N:10]=[C:9]([C@@H:11]([NH:13][C:14]3[N:22]=[CH:21][N:20]=[C:19]4[C:15]=3[N:16]=[CH:17][NH:18]4)[CH3:12])[N:8]([CH3:23])[C:7]=2[C:2]=1[C:28]1[CH:29]=[CH:30][N:25]=[CH:26][CH:27]=1, predict the reactants needed to synthesize it. The reactants are: Br[C:2]1[C:7]2[N:8]([CH3:23])[C:9]([C@@H:11]([NH:13][C:14]3[N:22]=[CH:21][N:20]=[C:19]4[C:15]=3[N:16]=[CH:17][NH:18]4)[CH3:12])=[N:10][C:6]=2[CH:5]=[CH:4][C:3]=1[F:24].[N:25]1[CH:30]=[CH:29][C:28](B(O)O)=[CH:27][CH:26]=1.C(=O)([O-])[O-].[Cs+].[Cs+]. (6) Given the product [CH2:1]([CH:8]1[C:15]2[CH:14]=[C:13]([C:16]([OH:18])=[O:17])[NH:12][C:11]=2[CH2:10][CH2:9]1)[C:2]1[CH:7]=[CH:6][CH:5]=[CH:4][CH:3]=1, predict the reactants needed to synthesize it. The reactants are: [CH2:1]([CH:8]1[C:15]2[CH:14]=[C:13]([C:16]([O:18]C)=[O:17])[NH:12][C:11]=2[CH2:10][CH2:9]1)[C:2]1[CH:7]=[CH:6][CH:5]=[CH:4][CH:3]=1.O.[OH-].[Li+]. (7) Given the product [ClH:1].[CH:4]([NH:7][C:8](=[O:36])[O:9][CH:10]1[CH2:11][CH:12]2[CH:16]([CH2:15][CH:14]([NH:18][CH2:19][C:20]([N:22]3[CH2:26][CH2:25][CH2:24][CH:23]3[C:27]#[N:28])=[O:21])[CH2:13]2)[CH2:17]1)([CH3:6])[CH3:5], predict the reactants needed to synthesize it. The reactants are: [Cl:1]CCl.[CH:4]([NH:7][C:8](=[O:36])[O:9][CH:10]1[CH2:17][CH:16]2[CH:12]([CH2:13][CH:14]([N:18](C(OC(C)(C)C)=O)[CH2:19][C:20]([N:22]3[CH2:26][CH2:25][CH2:24][CH:23]3[C:27]#[N:28])=[O:21])[CH2:15]2)[CH2:11]1)([CH3:6])[CH3:5].Cl.